Task: Regression. Given two drug SMILES strings and cell line genomic features, predict the synergy score measuring deviation from expected non-interaction effect.. Dataset: NCI-60 drug combinations with 297,098 pairs across 59 cell lines (1) Drug 1: C1=NC2=C(N1)C(=S)N=CN2. Drug 2: N.N.Cl[Pt+2]Cl. Cell line: SK-MEL-5. Synergy scores: CSS=74.8, Synergy_ZIP=-6.45, Synergy_Bliss=-5.41, Synergy_Loewe=-1.33, Synergy_HSA=0.408. (2) Drug 1: CC1OCC2C(O1)C(C(C(O2)OC3C4COC(=O)C4C(C5=CC6=C(C=C35)OCO6)C7=CC(=C(C(=C7)OC)O)OC)O)O. Synergy scores: CSS=21.3, Synergy_ZIP=0.645, Synergy_Bliss=2.41, Synergy_Loewe=-7.85, Synergy_HSA=-0.411. Cell line: HCC-2998. Drug 2: CC1=C(C=C(C=C1)NC(=O)C2=CC=C(C=C2)CN3CCN(CC3)C)NC4=NC=CC(=N4)C5=CN=CC=C5.